This data is from Catalyst prediction with 721,799 reactions and 888 catalyst types from USPTO. The task is: Predict which catalyst facilitates the given reaction. The catalyst class is: 47. Product: [NH2:26][C:25]1[N:24]=[CH:23][N:22]=[C:21]2[N:17]([CH:15]([C:9]3[C:8]([O:28][CH3:29])=[C:7]([CH:5]4[CH2:4][N:3]([CH:38]([C:41]([F:44])([F:43])[F:42])[CH2:39][OH:40])[CH2:6]4)[C:12]([CH3:13])=[C:11]([Cl:14])[CH:10]=3)[CH3:16])[N:18]=[C:19]([CH3:27])[C:20]=12. Reactant: Cl.Cl.[NH:3]1[CH2:6][CH:5]([C:7]2[C:8]([O:28][CH3:29])=[C:9]([CH:15]([N:17]3[C:21]4=[N:22][CH:23]=[N:24][C:25]([NH2:26])=[C:20]4[C:19]([CH3:27])=[N:18]3)[CH3:16])[CH:10]=[C:11]([Cl:14])[C:12]=2[CH3:13])[CH2:4]1.C(N(CC)CC)C.Br[CH:38]([C:41]([F:44])([F:43])[F:42])[CH2:39][OH:40].CN(C)C=O.